From a dataset of Full USPTO retrosynthesis dataset with 1.9M reactions from patents (1976-2016). Predict the reactants needed to synthesize the given product. Given the product [CH3:1][O:2][C:3]1[C:4]([CH2:11][S@@:12]([C:14]2[NH:24][C:17]3=[N:18][C:19]([O:22][CH3:23])=[CH:20][CH:21]=[C:16]3[N:15]=2)=[O:13])=[N:5][CH:6]=[CH:7][C:8]=1[O:9][CH3:10], predict the reactants needed to synthesize it. The reactants are: [CH3:1][O:2][C:3]1[C:4]([CH2:11][S:12]([C:14]2[NH:24][C:17]3=[N:18][C:19]([O:22][CH3:23])=[CH:20][CH:21]=[C:16]3[N:15]=2)=[O:13])=[N:5][CH:6]=[CH:7][C:8]=1[O:9][CH3:10].C(=O)=O.CO.